This data is from Full USPTO retrosynthesis dataset with 1.9M reactions from patents (1976-2016). The task is: Predict the reactants needed to synthesize the given product. (1) Given the product [NH2:1][C@H:2]([C:8]([OH:10])=[O:9])[CH2:3][CH2:4][C:5]([OH:7])=[O:6].[F:11][C:12]1[CH:13]=[C:14]2[C:19](=[CH:20][C:21]=1[N:22]1[CH2:27][CH2:26][NH:25][CH2:24][CH2:23]1)[N:18]1[C@H:28]([CH3:30])[S:29][C:17]1=[C:16]([C:31]([OH:33])=[O:32])[C:15]2=[O:34], predict the reactants needed to synthesize it. The reactants are: [NH2:1][C@H:2]([C:8]([OH:10])=[O:9])[CH2:3][CH2:4][C:5]([OH:7])=[O:6].[F:11][C:12]1[CH:13]=[C:14]2[C:19](=[CH:20][C:21]=1[N:22]1[CH2:27][CH2:26][NH:25][CH2:24][CH2:23]1)[N:18]1[C@H:28]([CH3:30])[S:29][C:17]1=[C:16]([C:31]([OH:33])=[O:32])[C:15]2=[O:34]. (2) Given the product [CH3:1][C:2]1([CH3:8])[CH2:3][CH2:4][C:5](=[O:7])[N:6]1[C:19]([O:21][C:22]([CH3:25])([CH3:24])[CH3:23])=[O:20], predict the reactants needed to synthesize it. The reactants are: [CH3:1][C:2]1([CH3:8])[NH:6][C:5](=[O:7])[CH2:4][CH2:3]1.[Li+].C[Si]([N-][Si](C)(C)C)(C)C.[C:19](O[C:19]([O:21][C:22]([CH3:25])([CH3:24])[CH3:23])=[O:20])([O:21][C:22]([CH3:25])([CH3:24])[CH3:23])=[O:20]. (3) Given the product [CH3:26][C:16]1[CH:21]=[CH:20][C:19]([S:22]([O:8][CH2:7][CH2:6][N:1]2[CH:5]=[CH:4][CH:3]=[N:2]2)(=[O:24])=[O:23])=[CH:18][CH:17]=1, predict the reactants needed to synthesize it. The reactants are: [N:1]1([CH2:6][CH2:7][OH:8])[CH:5]=[CH:4][CH:3]=[N:2]1.C(N(CC)CC)C.[C:16]1([CH3:26])[CH:21]=[CH:20][C:19]([S:22](Cl)(=[O:24])=[O:23])=[CH:18][CH:17]=1. (4) Given the product [CH3:28][O:50][C:47]([C:2]1[CH:11]=[C:10]2[C:5]([C:6]([C:12]3[C:13]([C:21]4[CH:26]=[CH:25][CH:24]=[C:23]([CH3:27])[N:22]=4)=[N:14][N:15]4[CH:20]=[CH:19][CH:18]=[CH:17][C:16]=34)=[CH:7][CH:8]=[N:9]2)=[CH:4][CH:3]=1)=[O:49], predict the reactants needed to synthesize it. The reactants are: Br[C:2]1[CH:11]=[C:10]2[C:5]([C:6]([C:12]3[C:13]([C:21]4[CH:26]=[CH:25][CH:24]=[C:23]([CH3:27])[N:22]=4)=[N:14][N:15]4[CH:20]=[CH:19][CH:18]=[CH:17][C:16]=34)=[CH:7][CH:8]=[N:9]2)=[CH:4][CH:3]=1.[C:28]1(P(C2C=CC=CC=2)C2C=CC=CC=2)C=CC=CC=1.[C:47]([O-:50])(=[O:49])C.[Na+].[C]=O. (5) Given the product [Br:1][C:10]1[C:6]2[CH:5]=[C:4]([Cl:3])[CH:12]=[CH:11][C:7]=2[S:8][CH:9]=1, predict the reactants needed to synthesize it. The reactants are: [Br:1]Br.[Cl:3][C:4]1[CH:12]=[CH:11][C:7]2[S:8][CH:9]=[CH:10][C:6]=2[CH:5]=1.CC([O-])=O.[Na+].OS([O-])=O.[Na+]. (6) Given the product [NH2:20][C:4]1[CH:3]=[CH:2][C:12]2[CH2:11][CH2:10][C@H:9]([NH:13][C:14](=[O:16])[CH3:15])[CH2:8][C:7](=[O:17])[C:6]=2[C:5]=1[O:18][CH3:19], predict the reactants needed to synthesize it. The reactants are: Cl[C:2]1[C:12]2[CH2:11][CH2:10][C@H:9]([NH:13][C:14](=[O:16])[CH3:15])[CH2:8][C:7](=[O:17])[C:6]=2[C:5]([O:18][CH3:19])=[C:4]([N+:20]([O-])=O)[CH:3]=1.[H][H]. (7) Given the product [CH3:18][N:6]1[CH2:7][C@@H:2]([CH3:1])[N:3]([CH2:9][C:10]2[CH:15]=[CH:14][CH:13]=[CH:12][CH:11]=2)[CH2:4][C@H:5]1[CH3:8], predict the reactants needed to synthesize it. The reactants are: [CH3:1][C@@H:2]1[CH2:7][NH:6][C@H:5]([CH3:8])[CH2:4][N:3]1[CH2:9][C:10]1[CH:15]=[CH:14][CH:13]=[CH:12][CH:11]=1.C=O.[C:18](O[BH-](OC(=O)C)OC(=O)C)(=O)C.[Na+]. (8) Given the product [C:1]([C:5]1[N:9]([CH2:10][CH:11]2[CH2:12][CH2:13][C:14]([F:17])([F:18])[CH2:15][CH2:16]2)[C:8]2[CH:19]=[CH:20][C:21]([S:23]([N:26]3[CH2:27][CH:28]([NH:30][C:31]([NH:36][CH2:35][CH2:33][OH:34])=[O:32])[CH2:29]3)(=[O:25])=[O:24])=[CH:22][C:7]=2[N:6]=1)([CH3:4])([CH3:2])[CH3:3], predict the reactants needed to synthesize it. The reactants are: [C:1]([C:5]1[N:9]([CH2:10][CH:11]2[CH2:16][CH2:15][C:14]([F:18])([F:17])[CH2:13][CH2:12]2)[C:8]2[CH:19]=[CH:20][C:21]([S:23]([N:26]3[CH2:29][CH:28]([N:30]=[C:31]=[O:32])[CH2:27]3)(=[O:25])=[O:24])=[CH:22][C:7]=2[N:6]=1)([CH3:4])([CH3:3])[CH3:2].[CH2:33]([CH2:35][NH2:36])[OH:34].